This data is from Peptide-MHC class I binding affinity with 185,985 pairs from IEDB/IMGT. The task is: Regression. Given a peptide amino acid sequence and an MHC pseudo amino acid sequence, predict their binding affinity value. This is MHC class I binding data. (1) The peptide sequence is REEAIRHVRA. The MHC is HLA-B45:01 with pseudo-sequence HLA-B45:01. The binding affinity (normalized) is 0.625. (2) The peptide sequence is KCRVKMEKL. The MHC is HLA-A03:01 with pseudo-sequence HLA-A03:01. The binding affinity (normalized) is 0.0847. (3) The peptide sequence is RQFPTAFFF. The MHC is Mamu-B52 with pseudo-sequence Mamu-B52. The binding affinity (normalized) is 0.909.